This data is from Peptide-MHC class II binding affinity with 134,281 pairs from IEDB. The task is: Regression. Given a peptide amino acid sequence and an MHC pseudo amino acid sequence, predict their binding affinity value. This is MHC class II binding data. The peptide sequence is EKKYFAATQIEPLAA. The MHC is HLA-DPA10201-DPB11401 with pseudo-sequence HLA-DPA10201-DPB11401. The binding affinity (normalized) is 0.888.